Dataset: Catalyst prediction with 721,799 reactions and 888 catalyst types from USPTO. Task: Predict which catalyst facilitates the given reaction. (1) Reactant: [CH:1]([C:4]1[N:9]=[C:8]([CH2:10][N:11]2[C:19]3[C:14](=[C:15]([N+:20]([O-])=O)[CH:16]=[CH:17][CH:18]=3)[C:13]([CH3:23])=[N:12]2)[CH:7]=[CH:6][CH:5]=1)([CH3:3])[CH3:2].C(O)C.[Cl-].[NH4+]. Product: [CH:1]([C:4]1[N:9]=[C:8]([CH2:10][N:11]2[C:19]3[CH:18]=[CH:17][CH:16]=[C:15]([NH2:20])[C:14]=3[C:13]([CH3:23])=[N:12]2)[CH:7]=[CH:6][CH:5]=1)([CH3:3])[CH3:2]. The catalyst class is: 693. (2) Reactant: [CH3:1][O:2][C:3]1[CH:17]=[CH:16][C:6]([O:7][CH:8]([CH2:12][CH2:13][CH2:14][CH3:15])[C:9]([OH:11])=O)=[CH:5][CH:4]=1.[NH2:18][C:19]1[CH:24]=[CH:23][CH:22]=[CH:21][N:20]=1. Product: [CH3:1][O:2][C:3]1[CH:4]=[CH:5][C:6]([O:7][CH:8]([CH2:12][CH2:13][CH2:14][CH3:15])[C:9]([NH:18][C:19]2[CH:24]=[CH:23][CH:22]=[CH:21][N:20]=2)=[O:11])=[CH:16][CH:17]=1. The catalyst class is: 1.